This data is from Reaction yield outcomes from USPTO patents with 853,638 reactions. The task is: Predict the reaction yield, written as a fraction of the theoretical maximum amount of product (1.0 means a 100% yield; for example, 0.34 means a 34% yield). (1) The reactants are [C:1]([C:4]12[CH2:13][CH:8]3[CH2:9][CH:10]([CH2:12][C:6]([C:14]([OH:19])([CH3:18])[CH:15]([CH3:17])[CH3:16])([CH2:7]3)[CH2:5]1)[CH2:11]2)([OH:3])=[O:2].[OH:20][C:21](C12CC3CC(CC(C3)C1)C2)(C)[CH:22](C)[CH3:23]. No catalyst specified. The product is [C:1]([C:4]12[CH2:11][CH:10]3[CH2:9][CH:8]([CH2:7][C:6]([C:14]([O:19][C:21](=[O:20])[CH:22]=[CH2:23])([CH3:18])[CH:15]([CH3:16])[CH3:17])([CH2:12]3)[CH2:5]1)[CH2:13]2)([OH:3])=[O:2]. The yield is 0.820. (2) The reactants are [C:1]([O:5][C:6]([NH:8][CH:9]1[C:27](=[O:28])[N:26]2[CH:22]([CH2:23][CH:24]([O:29][C:30]3[C:39]4[C:34](=[CH:35][CH:36]=[CH:37][CH:38]=4)[CH:33]=[CH:32][N:31]=3)[CH2:25]2)[C:21](=[O:40])[NH:20][C:19]2([C:41](O)=[O:42])[CH:17]([CH2:18]2)[CH:16]=[CH:15][CH2:14][CH2:13][CH2:12][CH2:11][CH2:10]1)=[O:7])([CH3:4])([CH3:3])[CH3:2].[CH:44]1([S:48]([NH2:51])(=[O:50])=[O:49])[CH2:47][CH2:46][CH2:45]1. The catalyst is CO.C(Cl)Cl. The product is [C:1]([O:5][C:6](=[O:7])[NH:8][CH:9]1[C:27](=[O:28])[N:26]2[CH:22]([CH2:23][CH:24]([O:29][C:30]3[C:39]4[C:34](=[CH:35][CH:36]=[CH:37][CH:38]=4)[CH:33]=[CH:32][N:31]=3)[CH2:25]2)[C:21](=[O:40])[NH:20][C:19]2([C:41]([NH:51][S:48]([C:44]3([CH3:45])[CH2:46][CH2:47]3)(=[O:50])=[O:49])=[O:42])[CH:17]([CH2:18]2)[CH:16]=[CH:15][CH2:14][CH2:13][CH2:12][CH2:11][CH2:10]1)([CH3:4])([CH3:3])[CH3:2]. The yield is 0.580. (3) The reactants are [NH:1]([C:73]([O:75][C:76]([CH3:79])([CH3:78])[CH3:77])=[O:74])[C@H:2]([C:18]([NH:20][C@H:21]([C:26]([N:28]1[CH2:72][CH2:71][CH2:70][C@H:29]1[C:30]([NH:32][C@H:33]([C:51]([N:53]1[CH2:69][CH2:68][CH2:67][C@H:54]1[C:55]([NH:57][CH2:58][CH2:59][CH2:60][C:61]1[CH:66]=[CH:65][CH:64]=[CH:63][CH:62]=1)=[O:56])=[O:52])[CH2:34][CH2:35][CH2:36][NH:37][C:38](=[NH:50])[NH:39]C(OCC1C=CC=CC=1)=O)=[O:31])=[O:27])[CH2:22][CH:23]([CH3:25])[CH3:24])=[O:19])[CH2:3][C:4]1[CH:9]=[CH:8][C:7]([O:10]CC2C=CC=CC=2)=[CH:6][CH:5]=1.[H][H]. The catalyst is CO.[Pd]. The product is [NH:1]([C:73]([O:75][C:76]([CH3:78])([CH3:77])[CH3:79])=[O:74])[C@H:2]([C:18]([NH:20][C@H:21]([C:26]([N:28]1[CH2:72][CH2:71][CH2:70][C@H:29]1[C:30]([NH:32][C@H:33]([C:51]([N:53]1[CH2:69][CH2:68][CH2:67][C@H:54]1[C:55]([NH:57][CH2:58][CH2:59][CH2:60][C:61]1[CH:66]=[CH:65][CH:64]=[CH:63][CH:62]=1)=[O:56])=[O:52])[CH2:34][CH2:35][CH2:36][NH:37][C:38](=[NH:39])[NH2:50])=[O:31])=[O:27])[CH2:22][CH:23]([CH3:25])[CH3:24])=[O:19])[CH2:3][C:4]1[CH:9]=[CH:8][C:7]([OH:10])=[CH:6][CH:5]=1. The yield is 0.390. (4) The reactants are [CH2:1]([C:9]1[CH:24]=[CH:23][C:12]([CH:13]=[N:14][NH:15][C:16]([O:18][C:19]([CH3:22])([CH3:21])[CH3:20])=[O:17])=[CH:11][CH:10]=1)[CH2:2][CH2:3][CH2:4][CH2:5][CH2:6][CH2:7][CH3:8].CC(O)=O. The catalyst is C1COCC1.CCOCC. The product is [CH2:1]([C:9]1[CH:24]=[CH:23][C:12]([CH2:13][NH:14][NH:15][C:16]([O:18][C:19]([CH3:22])([CH3:21])[CH3:20])=[O:17])=[CH:11][CH:10]=1)[CH2:2][CH2:3][CH2:4][CH2:5][CH2:6][CH2:7][CH3:8]. The yield is 0.160.